From a dataset of NCI-60 drug combinations with 297,098 pairs across 59 cell lines. Regression. Given two drug SMILES strings and cell line genomic features, predict the synergy score measuring deviation from expected non-interaction effect. (1) Drug 1: CNC(=O)C1=CC=CC=C1SC2=CC3=C(C=C2)C(=NN3)C=CC4=CC=CC=N4. Drug 2: C1=CC=C(C(=C1)C(C2=CC=C(C=C2)Cl)C(Cl)Cl)Cl. Cell line: K-562. Synergy scores: CSS=54.7, Synergy_ZIP=-1.50, Synergy_Bliss=-1.07, Synergy_Loewe=-25.4, Synergy_HSA=-0.244. (2) Drug 1: CC(CN1CC(=O)NC(=O)C1)N2CC(=O)NC(=O)C2. Drug 2: CCC(=C(C1=CC=CC=C1)C2=CC=C(C=C2)OCCN(C)C)C3=CC=CC=C3.C(C(=O)O)C(CC(=O)O)(C(=O)O)O. Cell line: SK-MEL-5. Synergy scores: CSS=0.868, Synergy_ZIP=1.50, Synergy_Bliss=2.85, Synergy_Loewe=-2.78, Synergy_HSA=-2.31. (3) Drug 1: C1CCN(CC1)CCOC2=CC=C(C=C2)C(=O)C3=C(SC4=C3C=CC(=C4)O)C5=CC=C(C=C5)O. Drug 2: C#CCC(CC1=CN=C2C(=N1)C(=NC(=N2)N)N)C3=CC=C(C=C3)C(=O)NC(CCC(=O)O)C(=O)O. Cell line: HCT-15. Synergy scores: CSS=-1.21, Synergy_ZIP=-0.481, Synergy_Bliss=-2.00, Synergy_Loewe=-6.06, Synergy_HSA=-3.56.